From a dataset of Catalyst prediction with 721,799 reactions and 888 catalyst types from USPTO. Predict which catalyst facilitates the given reaction. (1) Reactant: C[O:2][C:3]([CH:5]1[C:14]2[N:13]=[CH:12][N:11]([C:15]([C:28]3[CH:33]=[CH:32][CH:31]=[CH:30][CH:29]=3)([C:22]3[CH:27]=[CH:26][CH:25]=[CH:24][CH:23]=3)[C:16]3[CH:21]=[CH:20][CH:19]=[CH:18][CH:17]=3)[C:10]=2[CH2:9][CH2:8][CH2:7][CH2:6]1)=O.[H-].[Al+3].[Li+].[H-].[H-].[H-].O.[OH-].[Na+]. Product: [C:28]1([C:15]([C:16]2[CH:21]=[CH:20][CH:19]=[CH:18][CH:17]=2)([C:22]2[CH:23]=[CH:24][CH:25]=[CH:26][CH:27]=2)[N:11]2[C:10]3[CH2:9][CH2:8][CH2:7][CH2:6][CH:5]([CH2:3][OH:2])[C:14]=3[N:13]=[CH:12]2)[CH:33]=[CH:32][CH:31]=[CH:30][CH:29]=1. The catalyst class is: 1. (2) Reactant: [F:1][C:2]1[C:3]([C:14]2([C:17]([OH:19])=[O:18])[CH2:16][O:15]2)=[C:4]2[C:9](=[CH:10][CH:11]=1)[N:8]=[CH:7][C:6]([O:12]C)=[N:5]2.[OH-].[Li+]. Product: [F:1][C:2]1[CH:11]=[CH:10][C:9]2[N:8]=[CH:7][C:6](=[O:12])[N:5]3[CH2:16][C:14]([OH:15])([C:17]([OH:19])=[O:18])[C:3]=1[C:4]=23. The catalyst class is: 38. (3) Reactant: [CH3:1][O:2][C:3]1[CH:8]=[CH:7][CH:6]=[CH:5][C:4]=1[S:9]([N:12]([CH3:31])[C:13]1[CH:14]=[CH:15][CH:16]=[C:17]2[C:21]=1[NH:20][C:19]([C:22]1[S:23][CH:24]([CH2:27][C:28]([OH:30])=O)[CH2:25][N:26]=1)=[CH:18]2)(=[O:11])=[O:10].C[N:33](C)C=O.Cl.CN(C)CCCN=C=NCC. Product: [CH3:1][O:2][C:3]1[CH:8]=[CH:7][CH:6]=[CH:5][C:4]=1[S:9]([N:12]([CH3:31])[C:13]1[CH:14]=[CH:15][CH:16]=[C:17]2[C:21]=1[NH:20][C:19]([C:22]1[S:23][CH:24]([CH2:27][C:28]([NH2:33])=[O:30])[CH2:25][N:26]=1)=[CH:18]2)(=[O:11])=[O:10]. The catalyst class is: 13. (4) Reactant: [C:1]([S@:5]([NH2:7])=[O:6])([CH3:4])([CH3:3])[CH3:2].[Br:8][C:9]1[CH:10]=[C:11]([CH:14]=[CH:15][C:16]=1[O:17][CH3:18])[CH:12]=O.O. Product: [Br:8][C:9]1[CH:10]=[C:11](/[CH:12]=[N:7]/[S:5]([C:1]([CH3:4])([CH3:3])[CH3:2])=[O:6])[CH:14]=[CH:15][C:16]=1[O:17][CH3:18]. The catalyst class is: 266. (5) Reactant: C(OC(=O)[NH:7][C@H:8]1[CH2:11][C@H:10]([O:12][C:13]2[CH:14]=[CH:15][C:16]3[N:17]([C:19]([C:22]4[O:30][C:29]5[CH:28]=[CH:27][N:26]=[C:25]([O:31][CH2:32][CH3:33])[C:24]=5[CH:23]=4)=[CH:20][N:21]=3)[N:18]=2)[CH2:9]1)(C)(C)C.C(O)(C(F)(F)F)=O.C(=O)([O-])[O-].[K+].[K+]. Product: [CH2:32]([O:31][C:25]1[C:24]2[CH:23]=[C:22]([C:19]3[N:17]4[N:18]=[C:13]([O:12][C@H:10]5[CH2:11][C@H:8]([NH2:7])[CH2:9]5)[CH:14]=[CH:15][C:16]4=[N:21][CH:20]=3)[O:30][C:29]=2[CH:28]=[CH:27][N:26]=1)[CH3:33]. The catalyst class is: 4. (6) Reactant: [F:1][C:2]1[CH:3]=[C:4]([C:8]2[C:17]([CH2:18][NH:19]C(=O)OC(C)(C)C)=[CH:16][C:15]3[C:10](=[C:11]([S:27]([CH3:30])(=[O:29])=[O:28])[CH:12]=[CH:13][CH:14]=3)[N:9]=2)[CH:5]=[CH:6][CH:7]=1.C(O)(C(F)(F)F)=O.Cl[C:39]1[N:47]=[CH:46][N:45]=[C:44]2[C:40]=1[NH:41][CH:42]=[N:43]2.CCN(C(C)C)C(C)C. Product: [F:1][C:2]1[CH:3]=[C:4]([C:8]2[C:17]([CH2:18][NH:19][C:39]3[N:47]=[CH:46][N:45]=[C:44]4[C:40]=3[N:41]=[CH:42][NH:43]4)=[CH:16][C:15]3[C:10](=[C:11]([S:27]([CH3:30])(=[O:28])=[O:29])[CH:12]=[CH:13][CH:14]=3)[N:9]=2)[CH:5]=[CH:6][CH:7]=1. The catalyst class is: 2. (7) Reactant: [F:1][C:2]1[C:7]([O:8][CH3:9])=[CH:6][C:5]([O:10][CH3:11])=[C:4]([F:12])[C:3]=1[N:13]1[CH2:22][C:21]2[CH:20]=[N:19][C:18]3[N:23]([S:26]([C:29]4[CH:34]=[CH:33][CH:32]=[CH:31][CH:30]=4)(=[O:28])=[O:27])[CH:24]=[CH:25][C:17]=3[C:16]=2[C:15]([CH3:36])([CH3:35])[C:14]1=[O:37].C([N-]C(C)C)(C)C.[Li+].[Br:46]C(Cl)(Cl)C(Br)(Cl)Cl. Product: [Br:46][C:24]1[N:23]([S:26]([C:29]2[CH:34]=[CH:33][CH:32]=[CH:31][CH:30]=2)(=[O:27])=[O:28])[C:18]2[N:19]=[CH:20][C:21]3[CH2:22][N:13]([C:3]4[C:2]([F:1])=[C:7]([O:8][CH3:9])[CH:6]=[C:5]([O:10][CH3:11])[C:4]=4[F:12])[C:14](=[O:37])[C:15]([CH3:35])([CH3:36])[C:16]=3[C:17]=2[CH:25]=1. The catalyst class is: 7. (8) Reactant: [O:1]1[CH:5]=[CH:4][C:3](B(O)O)=[CH:2]1.Br[C:10]1[CH:11]=[C:12]([CH:29]=[CH:30][CH:31]=1)[O:13][CH2:14][C:15]([NH:17][C:18]1[CH:27]=[CH:26][C:25]([Cl:28])=[CH:24][C:19]=1[C:20]([O:22][CH3:23])=[O:21])=[O:16].C(=O)([O-])[O-].[Cs+].[Cs+].C(OCC)(=O)C. Product: [Cl:28][C:25]1[CH:26]=[CH:27][C:18]([NH:17][C:15](=[O:16])[CH2:14][O:13][C:12]2[CH:11]=[CH:10][CH:31]=[C:30]([C:3]3[CH:4]=[CH:5][O:1][CH:2]=3)[CH:29]=2)=[C:19]([CH:24]=1)[C:20]([O:22][CH3:23])=[O:21]. The catalyst class is: 176. (9) Reactant: C(N(CC)CC)C.[CH3:8][S:9](Cl)(=[O:11])=[O:10].[O:13]1[CH2:18][CH2:17][CH2:16][O:15][CH:14]1[CH2:19][C:20]1[CH:25]=[CH:24][C:23]([CH2:26][CH2:27][OH:28])=[CH:22][CH:21]=1. Product: [CH3:8][S:9]([O:28][CH2:27][CH2:26][C:23]1[CH:24]=[CH:25][C:20]([CH2:19][CH:14]2[O:15][CH2:16][CH2:17][CH2:18][O:13]2)=[CH:21][CH:22]=1)(=[O:11])=[O:10]. The catalyst class is: 13.